Dataset: Catalyst prediction with 721,799 reactions and 888 catalyst types from USPTO. Task: Predict which catalyst facilitates the given reaction. (1) Reactant: [C:1]([CH2:3][C:4]1([N:15]2[CH:19]=[C:18]([C:20]3[CH:21]=[C:22]4[C:27](=[CH:28][N:29]=3)[CH2:26][N:25]([C:30]3[C:35]([F:36])=[C:34]([O:37][CH3:38])[CH:33]=[C:32]([O:39][CH3:40])[C:31]=3[F:41])[C:24](=[O:42])[C:23]34[CH2:44][CH2:43]3)[CH:17]=[N:16]2)[CH2:7][N:6](C(OC(C)(C)C)=O)[CH2:5]1)#[N:2].C(N(CC)CC)C.[C:52](Cl)(=[O:54])[CH3:53]. Product: [C:52]([N:6]1[CH2:5][C:4]([CH2:3][C:1]#[N:2])([N:15]2[CH:19]=[C:18]([C:20]3[CH:21]=[C:22]4[C:27](=[CH:28][N:29]=3)[CH2:26][N:25]([C:30]3[C:31]([F:41])=[C:32]([O:39][CH3:40])[CH:33]=[C:34]([O:37][CH3:38])[C:35]=3[F:36])[C:24](=[O:42])[C:23]34[CH2:44][CH2:43]3)[CH:17]=[N:16]2)[CH2:7]1)(=[O:54])[CH3:53]. The catalyst class is: 89. (2) Reactant: [Cl:1][C:2]1[CH:11]=[CH:10][C:9]2[N:8]=[C:7]([N:12]3[CH2:16][CH2:15][C@H:14]([NH:17][CH2:18][CH2:19][O:20][Si](C(C)(C)C)(C)C)[CH2:13]3)[CH:6]=[CH:5][C:4]=2[C:3]=1[C:28]([NH:30][CH2:31][CH:32]1[CH2:37][CH2:36][CH2:35][CH2:34][CH2:33]1)=[O:29].Cl. Product: [ClH:1].[Cl:1][C:2]1[CH:11]=[CH:10][C:9]2[N:8]=[C:7]([N:12]3[CH2:16][CH2:15][C@H:14]([NH:17][CH2:18][CH2:19][OH:20])[CH2:13]3)[CH:6]=[CH:5][C:4]=2[C:3]=1[C:28]([NH:30][CH2:31][CH:32]1[CH2:33][CH2:34][CH2:35][CH2:36][CH2:37]1)=[O:29]. The catalyst class is: 12. (3) Reactant: [C:1]1([C:7]2[N:8]=[C:9]3[CH2:14][CH2:13][CH2:12][CH2:11][N:10]3[CH:15]=2)[CH:6]=[CH:5][CH:4]=[CH:3][CH:2]=1.[Br:16]Br.C([O-])(O)=O.[Na+]. Product: [Br:16][C:15]1[N:10]2[CH2:11][CH2:12][CH2:13][CH2:14][C:9]2=[N:8][C:7]=1[C:1]1[CH:2]=[CH:3][CH:4]=[CH:5][CH:6]=1. The catalyst class is: 2. (4) Reactant: [Br:1][C:2]1[C:3]([C:10]2[CH:15]=[CH:14][C:13]([Cl:16])=[CH:12][CH:11]=2)=[CH:4][C:5]([NH:8][NH2:9])=[N:6][CH:7]=1.[F:17][C:18]([F:30])([F:29])[C:19]1[N:24]=[CH:23][C:22]([CH2:25][C:26](O)=[O:27])=[CH:21][CH:20]=1.F[P-](F)(F)(F)(F)F.Br[P+](N1CCCC1)(N1CCCC1)N1CCCC1.C(N(C(C)C)C(C)C)C. Product: [Br:1][C:2]1[C:3]([C:10]2[CH:11]=[CH:12][C:13]([Cl:16])=[CH:14][CH:15]=2)=[CH:4][C:5]([NH:8][NH:9][C:26](=[O:27])[CH2:25][C:22]2[CH:23]=[N:24][C:19]([C:18]([F:17])([F:30])[F:29])=[CH:20][CH:21]=2)=[N:6][CH:7]=1. The catalyst class is: 23.